This data is from Catalyst prediction with 721,799 reactions and 888 catalyst types from USPTO. The task is: Predict which catalyst facilitates the given reaction. (1) Reactant: [C:1]([CH2:3][NH:4][C:5]([C:7]1([NH2:13])[CH2:12][CH2:11][CH2:10][CH2:9][CH2:8]1)=[O:6])#[N:2].Cl.[CH:15]([N:18]1[CH2:23][CH2:22][CH:21]([C:24]2[CH:32]=[CH:31][C:27]([C:28](O)=[O:29])=[CH:26][CH:25]=2)[CH2:20][CH2:19]1)([CH3:17])[CH3:16].C1C=CC2N(O)N=NC=2C=1.C(N(CC)CC)C. Product: [C:1]([CH2:3][NH:4][C:5]([C:7]1([NH:13][C:28](=[O:29])[C:27]2[CH:26]=[CH:25][C:24]([CH:21]3[CH2:20][CH2:19][N:18]([CH:15]([CH3:16])[CH3:17])[CH2:23][CH2:22]3)=[CH:32][CH:31]=2)[CH2:12][CH2:11][CH2:10][CH2:9][CH2:8]1)=[O:6])#[N:2]. The catalyst class is: 3. (2) Reactant: [CH:1]1([NH:4][C:5]([C:7]2[C:8]([CH3:43])=[C:9]([CH:40]=[CH:41][CH:42]=2)[O:10][C:11]2[C:12]([C:28]([NH:30]CC3C=CC(OC)=CC=3)=[O:29])=[C:13]([NH:19][C:20]3[CH:25]=[CH:24][C:23]([I:26])=[CH:22][C:21]=3[F:27])[N:14]([CH3:18])[C:15](=[O:17])[CH:16]=2)=[O:6])[CH2:3][CH2:2]1.[Cl-].[Al+3].[Cl-].[Cl-]. Product: [CH:1]1([NH:4][C:5]([C:7]2[C:8]([CH3:43])=[C:9]([CH:40]=[CH:41][CH:42]=2)[O:10][C:11]2[C:12]([C:28]([NH2:30])=[O:29])=[C:13]([NH:19][C:20]3[CH:25]=[CH:24][C:23]([I:26])=[CH:22][C:21]=3[F:27])[N:14]([CH3:18])[C:15](=[O:17])[CH:16]=2)=[O:6])[CH2:3][CH2:2]1. The catalyst class is: 520. (3) Reactant: [Cl:1][C:2]1[CH:3]=[C:4]([CH:19]=[CH:20][C:21]=1[C:22](O)=[O:23])[C:5]([NH:7][CH2:8][C:9]1[NH:13][C:12]2[CH:14]=[CH:15][C:16]([Cl:18])=[CH:17][C:11]=2[N:10]=1)=[O:6].CN(C(ON1N=NC2C=CC=CC1=2)=[N+](C)C)C.[B-](F)(F)(F)F.C(N(C(C)C)CC)(C)C.[NH:56]1[CH2:61][CH2:60][NH:59][CH2:58][C:57]1=[O:62].ClCl. Product: [Cl:1][C:2]1[CH:3]=[C:4]([CH:19]=[CH:20][C:21]=1[C:22]([N:59]1[CH2:60][CH2:61][NH:56][C:57](=[O:62])[CH2:58]1)=[O:23])[C:5]([NH:7][CH2:8][C:9]1[NH:13][C:12]2[CH:14]=[CH:15][C:16]([Cl:18])=[CH:17][C:11]=2[N:10]=1)=[O:6]. The catalyst class is: 3. (4) Reactant: [N:1]1[NH:2][N:3]=[N:4][C:5]=1[CH2:6][CH2:7][CH2:8][CH2:9][CH2:10][CH2:11][CH2:12][CH2:13][CH2:14][CH2:15][CH2:16][CH2:17][CH2:18][CH2:19][CH2:20][C:21]([OH:23])=O.C[O:25][C:26]([O:29]C)([CH3:28])C.Cl.CN(C)[CH2:34][CH2:35][CH2:36]N=C=NCC.[OH:43][C:44]1[C:52]2[N:51]=NN[C:48]=2C=CC=1.[CH:53](NC(C)C)(C)C.[OH2:60]. Product: [C:35]([O:60][C:44](=[O:43])[CH:52]([NH:51][C:21](=[O:23])[CH2:20][CH2:19][CH2:18][CH2:17][CH2:16][CH2:15][CH2:14][CH2:13][CH2:12][CH2:11][CH2:10][CH2:9][CH2:8][CH2:7][CH2:6][C:5]1[N:1]=[N:2][NH:3][N:4]=1)[CH2:48][CH2:28][C:26]([OH:25])=[O:29])([CH3:36])([CH3:53])[CH3:34]. The catalyst class is: 133. (5) Reactant: [F:1][C:2]1[C:7]([F:8])=[CH:6][CH:5]=[CH:4][C:3]=1[CH2:9][S:10][C:11]1[N:16]=[C:15]([NH:17][S:18]([C:21]2[CH:26]=[CH:25][N:24]=[CH:23][CH:22]=2)(=[O:20])=[O:19])[CH:14]=[C:13]([O:27][C@H:28]([CH3:50])[CH2:29][O:30]C(C2C=CC=CC=2)(C2C=CC=CC=2)C2C=CC=CC=2)[N:12]=1.C1(C)C=CC(S(O)(=O)=O)=CC=1.C1(OC)C=CC=CC=1. Product: [F:1][C:2]1[C:7]([F:8])=[CH:6][CH:5]=[CH:4][C:3]=1[CH2:9][S:10][C:11]1[N:16]=[C:15]([NH:17][S:18]([C:21]2[CH:26]=[CH:25][N:24]=[CH:23][CH:22]=2)(=[O:19])=[O:20])[CH:14]=[C:13]([O:27][C@H:28]([CH3:50])[CH2:29][OH:30])[N:12]=1. The catalyst class is: 5. (6) Reactant: Cl[CH2:2][C:3]([NH:5][C:6]1[CH:7]=[C:8]([CH:33]=[C:34]([C:36]([F:39])([F:38])[F:37])[CH:35]=1)[C:9]([NH:11][C:12]1[CH:17]=[CH:16][CH:15]=[C:14]([C:18]2[N:23]3[N:24]=[C:25]([C:27]4[CH:32]=[CH:31][N:30]=[CH:29][CH:28]=4)[CH:26]=[C:22]3[N:21]=[CH:20][CH:19]=2)[CH:13]=1)=[O:10])=[O:4].[NH:40]1[CH2:44][CH2:43][CH2:42][CH2:41]1.C(N(CC)CC)C. Product: [N:30]1[CH:31]=[CH:32][C:27]([C:25]2[CH:26]=[C:22]3[N:21]=[CH:20][CH:19]=[C:18]([C:14]4[CH:13]=[C:12]([NH:11][C:9](=[O:10])[C:8]5[CH:33]=[C:34]([C:36]([F:39])([F:38])[F:37])[CH:35]=[C:6]([NH:5][C:3](=[O:4])[CH2:2][N:40]6[CH2:44][CH2:43][CH2:42][CH2:41]6)[CH:7]=5)[CH:17]=[CH:16][CH:15]=4)[N:23]3[N:24]=2)=[CH:28][CH:29]=1. The catalyst class is: 3.